From a dataset of Reaction yield outcomes from USPTO patents with 853,638 reactions. Predict the reaction yield, written as a fraction of the theoretical maximum amount of product (1.0 means a 100% yield; for example, 0.34 means a 34% yield). (1) The reactants are [CH:1]1([C:7]2[C:15]3[C:10](=[CH:11][C:12]([C:16]([O:18][CH3:19])=[O:17])=[CH:13][CH:14]=3)[NH:9][CH:8]=2)[CH2:6][CH2:5][CH2:4][CH2:3][CH2:2]1.C1C=C[NH+]=CC=1.[Br:26][Br-]Br. The product is [CH3:19][O:18][C:16]([C:12]1[CH:11]=[C:10]2[C:15]([C:7]([CH:1]3[CH2:2][CH2:3][CH2:4][CH2:5][CH2:6]3)=[C:8]([Br:26])[NH:9]2)=[CH:14][CH:13]=1)=[O:17]. The catalyst is C1COCC1.C(Cl)(Cl)Cl. The yield is 0.850. (2) The reactants are F[C:2]1[CH:3]=[C:4]([CH:7]=[C:8]([C:10]([F:13])([F:12])[F:11])[CH:9]=1)[C:5]#[N:6].[NH:14]1[CH2:19][CH2:18][NH:17][CH2:16][CH2:15]1.O. The catalyst is CS(C)=O. The product is [C:5]([C:4]1[CH:3]=[C:2]([N:14]2[CH2:19][CH2:18][NH:17][CH2:16][CH2:15]2)[CH:9]=[C:8]([C:10]([F:13])([F:12])[F:11])[CH:7]=1)#[N:6]. The yield is 0.892. (3) The reactants are [C:1]1([C:7]([CH3:12])=[CH:8]C(O)=O)[CH:6]=[CH:5][CH:4]=[CH:3][CH:2]=1.C1(P(N=[N+]=[N-])(C2C=CC=CC=2)=[O:20])C=CC=CC=1.C([N:32]([CH2:35]C)CC)C. The catalyst is C1C=CC=CC=1. The product is [CH3:12][C:7]1[C:1]2[C:2](=[CH:3][CH:4]=[CH:5][CH:6]=2)[C:35](=[O:20])[NH:32][CH:8]=1. The yield is 0.630. (4) The reactants are [Cl:1][C:2]1[CH:3]=[C:4]([NH:9][CH:10]([C:12]2[CH:13]=[C:14]([C:29](O)=[O:30])[CH:15]=[C:16]3[C:21]=2[O:20][C:19]([N:22]2[CH2:27][CH2:26][O:25][CH2:24][CH2:23]2)=[CH:18][C:17]3=[O:28])[CH3:11])[CH:5]=[CH:6][C:7]=1[F:8].[NH:32]1[CH2:37][CH2:36][CH:35]([OH:38])[CH2:34][CH2:33]1. No catalyst specified. The product is [Cl:1][C:2]1[CH:3]=[C:4]([NH:9][CH:10]([C:12]2[CH:13]=[C:14]([C:29]([N:32]3[CH2:37][CH2:36][CH:35]([OH:38])[CH2:34][CH2:33]3)=[O:30])[CH:15]=[C:16]3[C:21]=2[O:20][C:19]([N:22]2[CH2:23][CH2:24][O:25][CH2:26][CH2:27]2)=[CH:18][C:17]3=[O:28])[CH3:11])[CH:5]=[CH:6][C:7]=1[F:8]. The yield is 0.742. (5) The reactants are Br[C:2]1[CH:15]=[C:14]2[C:5]([O:6][C:7]3[C:8]([F:24])=[CH:9][C:10]([O:22][CH3:23])=[CH:11][C:12]=3[C@:13]32[N:20]=[C:19]([NH2:21])[CH2:18][O:17][CH2:16]3)=[CH:4][CH:3]=1.[F:25][C:26]1[C:31](B(O)O)=[CH:30][CH:29]=[CH:28][N:27]=1.C(=O)([O-])[O-].[K+].[K+]. The catalyst is O1CCOCC1. The yield is 0.790. The product is [F:24][C:8]1[C:7]2[O:6][C:5]3[C:14](=[CH:15][C:2]([C:31]4[C:26]([F:25])=[N:27][CH:28]=[CH:29][CH:30]=4)=[CH:3][CH:4]=3)[C@:13]3([N:20]=[C:19]([NH2:21])[CH2:18][O:17][CH2:16]3)[C:12]=2[CH:11]=[C:10]([O:22][CH3:23])[CH:9]=1. (6) The reactants are [CH3:1][C:2]1[O:6][N:5]=[C:4]([C:7]2[CH:12]=[CH:11][CH:10]=[CH:9][CH:8]=2)[C:3]=1[CH2:13][NH2:14].[CH:15]([NH:18][C:19]([C:21]1[S:25][C:24](Cl)=[N:23][CH:22]=1)=[O:20])([CH3:17])[CH3:16]. The catalyst is CN(C=O)C. The product is [CH:15]([NH:18][C:19]([C:21]1[S:25][C:24]([NH:14][CH2:13][C:3]2[C:4]([C:7]3[CH:12]=[CH:11][CH:10]=[CH:9][CH:8]=3)=[N:5][O:6][C:2]=2[CH3:1])=[N:23][CH:22]=1)=[O:20])([CH3:17])[CH3:16]. The yield is 0.120.